This data is from Full USPTO retrosynthesis dataset with 1.9M reactions from patents (1976-2016). The task is: Predict the reactants needed to synthesize the given product. Given the product [F:32][C:29]1[CH:30]=[CH:31][C:26]([CH2:25][C:21]2[N:20]=[CH:19][N:18]=[C:17]3[C:22]=2[N:23]=[CH:24][N:16]3[C@H:8]2[C@@H:9]3[O:10][C:11]([CH3:15])([CH3:14])[O:12][C@@H:13]3[C@@H:6]([CH2:5][OH:4])[O:7]2)=[CH:27][CH:28]=1, predict the reactants needed to synthesize it. The reactants are: C([O:4][CH2:5][C@@H:6]1[C@@H:13]2[C@@H:9]([O:10][C:11]([CH3:15])([CH3:14])[O:12]2)[C@H:8]([N:16]2[CH:24]=[N:23][C:22]3[C:17]2=[N:18][CH:19]=[N:20][C:21]=3[CH2:25][C:26]2[CH:31]=[CH:30][C:29]([F:32])=[CH:28][CH:27]=2)[O:7]1)(=O)C.N.